Dataset: Full USPTO retrosynthesis dataset with 1.9M reactions from patents (1976-2016). Task: Predict the reactants needed to synthesize the given product. (1) The reactants are: [F:1][C:2]1[CH:3]=[CH:4][C:5]([CH2:8][O:9][C:10]2[CH:15]=[CH:14][N:13]([C:16]3[CH:37]=[CH:36][C:19]4[C:20]5[CH:27]6[N:28](C(OC(C)(C)C)=O)[CH:24]([CH2:25][CH2:26]6)[CH2:23][C:21]=5[O:22][C:18]=4[CH:17]=3)[C:12](=[O:38])[CH:11]=2)=[N:6][CH:7]=1.[ClH:39]. Given the product [ClH:39].[F:1][C:2]1[CH:3]=[CH:4][C:5]([CH2:8][O:9][C:10]2[CH:15]=[CH:14][N:13]([C:16]3[CH:37]=[CH:36][C:19]4[C:20]5[CH:27]6[NH:28][CH:24]([CH2:25][CH2:26]6)[CH2:23][C:21]=5[O:22][C:18]=4[CH:17]=3)[C:12](=[O:38])[CH:11]=2)=[N:6][CH:7]=1, predict the reactants needed to synthesize it. (2) Given the product [C:20]([N:17]1[CH2:18][CH2:19][CH:14]([NH:13][C:3]2[CH:2]=[CH:10][C:6]([C:7]([NH2:9])=[O:8])=[C:5]([O:11][CH3:12])[CH:4]=2)[CH2:15][CH2:16]1)(=[O:27])[C:21]1[CH:26]=[CH:25][CH:24]=[CH:23][CH:22]=1, predict the reactants needed to synthesize it. The reactants are: Cl[C:2]1[C:3]([NH:13][CH:14]2[CH2:19][CH2:18][NH:17][CH2:16][CH2:15]2)=[CH:4][C:5]([O:11][CH3:12])=[C:6]([CH:10]=1)[C:7]([NH2:9])=[O:8].[C:20](N1CCC(=O)CC1)(=[O:27])[C:21]1[CH:26]=[CH:25][CH:24]=[CH:23][CH:22]=1.C(O)(=O)C.C([BH3-])#N.[Na+].[OH-].[Na+]. (3) Given the product [N:1]1[N:2]([C:13]2[CH:14]=[CH:15][C:16]([C:19]([F:36])([F:37])[C:20]([C:28]3[CH:33]=[CH:32][C:31]([F:34])=[CH:30][C:29]=3[F:35])([OH:27])[CH2:21][N:22]3[CH:26]=[N:25][N:24]=[N:23]3)=[N:17][CH:18]=2)[N:3]=[CH:4][CH:5]=1, predict the reactants needed to synthesize it. The reactants are: [NH:1]1[CH:5]=[CH:4][N:3]=[N:2]1.C([O-])([O-])=O.[K+].[K+].Br[C:13]1[CH:14]=[CH:15][C:16]([C:19]([F:37])([F:36])[C:20]([C:28]2[CH:33]=[CH:32][C:31]([F:34])=[CH:30][C:29]=2[F:35])([OH:27])[CH2:21][N:22]2[CH:26]=[N:25][N:24]=[N:23]2)=[N:17][CH:18]=1. (4) The reactants are: [H-].[Na+].[CH3:3][O:4][C:5](=[O:17])[CH2:6][C:7]1[C:15]2[C:10](=[N:11][CH:12]=[CH:13][CH:14]=2)[NH:9][C:8]=1[CH3:16].[F:18][C:19]1[CH:24]=[CH:23][C:22]([S:25](Cl)(=[O:27])=[O:26])=[CH:21][C:20]=1[O:29][CH3:30]. Given the product [CH3:3][O:4][C:5](=[O:17])[CH2:6][C:7]1[C:15]2[C:10](=[N:11][CH:12]=[CH:13][CH:14]=2)[N:9]([S:25]([C:22]2[CH:23]=[CH:24][C:19]([F:18])=[C:20]([O:29][CH3:30])[CH:21]=2)(=[O:26])=[O:27])[C:8]=1[CH3:16], predict the reactants needed to synthesize it.